Dataset: NCI-60 drug combinations with 297,098 pairs across 59 cell lines. Task: Regression. Given two drug SMILES strings and cell line genomic features, predict the synergy score measuring deviation from expected non-interaction effect. (1) Drug 1: CCC(=C(C1=CC=CC=C1)C2=CC=C(C=C2)OCCN(C)C)C3=CC=CC=C3.C(C(=O)O)C(CC(=O)O)(C(=O)O)O. Drug 2: C1=NC2=C(N1)C(=S)N=CN2. Cell line: IGROV1. Synergy scores: CSS=5.81, Synergy_ZIP=-2.25, Synergy_Bliss=0.779, Synergy_Loewe=-12.4, Synergy_HSA=-3.28. (2) Drug 1: C1=CC(=CC=C1CCCC(=O)O)N(CCCl)CCCl. Drug 2: C1=NC2=C(N=C(N=C2N1C3C(C(C(O3)CO)O)O)F)N. Cell line: OVCAR-8. Synergy scores: CSS=27.9, Synergy_ZIP=-15.9, Synergy_Bliss=-13.7, Synergy_Loewe=-27.4, Synergy_HSA=-11.3. (3) Drug 1: CN1CCC(CC1)COC2=C(C=C3C(=C2)N=CN=C3NC4=C(C=C(C=C4)Br)F)OC. Drug 2: C(=O)(N)NO. Cell line: MOLT-4. Synergy scores: CSS=15.2, Synergy_ZIP=-5.18, Synergy_Bliss=0.508, Synergy_Loewe=-4.83, Synergy_HSA=1.56. (4) Drug 1: CN(C)N=NC1=C(NC=N1)C(=O)N. Drug 2: CC1=C(C(=O)C2=C(C1=O)N3CC4C(C3(C2COC(=O)N)OC)N4)N. Cell line: HT29. Synergy scores: CSS=38.4, Synergy_ZIP=4.87, Synergy_Bliss=6.37, Synergy_Loewe=-18.6, Synergy_HSA=6.88. (5) Drug 1: C1=CN(C=N1)CC(O)(P(=O)(O)O)P(=O)(O)O. Drug 2: B(C(CC(C)C)NC(=O)C(CC1=CC=CC=C1)NC(=O)C2=NC=CN=C2)(O)O. Cell line: KM12. Synergy scores: CSS=63.6, Synergy_ZIP=-5.11, Synergy_Bliss=-5.31, Synergy_Loewe=-3.74, Synergy_HSA=-2.80. (6) Drug 1: C1=NC2=C(N=C(N=C2N1C3C(C(C(O3)CO)O)F)Cl)N. Drug 2: C1CCC(C(C1)N)N.C(=O)(C(=O)[O-])[O-].[Pt+4]. Cell line: SF-295. Synergy scores: CSS=32.5, Synergy_ZIP=0.658, Synergy_Bliss=3.91, Synergy_Loewe=4.38, Synergy_HSA=3.91.